Dataset: Forward reaction prediction with 1.9M reactions from USPTO patents (1976-2016). Task: Predict the product of the given reaction. (1) The product is: [CH:2]([C:3]1[CH:4]=[N:5][N:6]([C:8]([O:10][C:11]([CH3:14])([CH3:13])[CH3:12])=[O:9])[CH:7]=1)=[O:1]. Given the reactants [OH:1][CH2:2][C:3]1[CH:4]=[N:5][N:6]([C:8]([O:10][C:11]([CH3:14])([CH3:13])[CH3:12])=[O:9])[CH:7]=1.S([O-])([O-])(=O)=O.[Mg+2], predict the reaction product. (2) Given the reactants [Br:1][C:2]1[C:10]([F:11])=[CH:9][C:5]([C:6]([OH:8])=[O:7])=[C:4]([Cl:12])[CH:3]=1.S(Cl)(Cl)=O.[C:17](=O)(O)[O-].[Na+], predict the reaction product. The product is: [Br:1][C:2]1[C:10]([F:11])=[CH:9][C:5]([C:6]([O:8][CH3:17])=[O:7])=[C:4]([Cl:12])[CH:3]=1. (3) Given the reactants Br[C:2]1[CH:3]=[C:4]2[C:9](=[CH:10][CH:11]=1)[C:8]([CH2:12][N:13]1[C:19](=[O:20])[C@@H:18]([NH:21][C:22](=[O:34])[C@@H:23]([N:25]([C:27]([O:29][C:30]([CH3:33])([CH3:32])[CH3:31])=[O:28])[CH3:26])[CH3:24])[CH2:17][O:16][C:15]3[C:35]([C:39]([O:41][CH3:42])=[O:40])=[CH:36][CH:37]=[CH:38][C:14]1=3)=[C:7]([O:43][CH3:44])[CH:6]=[CH:5]2, predict the reaction product. The product is: [C:30]([O:29][C:27]([N:25]([CH3:26])[C@@H:23]([CH3:24])[C:22]([NH:21][C@H:18]1[CH2:17][O:16][C:15]2[C:35]([C:39]([O:41][CH3:42])=[O:40])=[CH:36][CH:37]=[CH:38][C:14]=2[N:13]([CH2:12][C:8]2[C:9]3[C:4](=[CH:3][CH:2]=[CH:11][CH:10]=3)[CH:5]=[CH:6][C:7]=2[O:43][CH3:44])[C:19]1=[O:20])=[O:34])=[O:28])([CH3:32])([CH3:33])[CH3:31]. (4) Given the reactants [Cl:1][C:2]1[C:7]([Cl:8])=[C:6]([N+:9]([O-])=O)[C:5]([Cl:12])=[C:4]([Cl:13])[N:3]=1.[CH2:14]([O:21][C:22]([N:24]1[CH2:29][CH2:28][C@H:27]([CH2:30]N)[C@H:26]([OH:32])[CH2:25]1)=[O:23])[C:15]1[CH:20]=[CH:19][CH:18]=[CH:17][CH:16]=1.CN1CCOCC1, predict the reaction product. The product is: [CH2:14]([O:21][C:22]([N:24]1[CH2:29][CH2:28][CH:27]([CH2:30][NH:9][C:6]2[C:7]([Cl:8])=[C:2]([Cl:1])[N:3]=[C:4]([Cl:13])[C:5]=2[Cl:12])[CH:26]([OH:32])[CH2:25]1)=[O:23])[C:15]1[CH:20]=[CH:19][CH:18]=[CH:17][CH:16]=1. (5) Given the reactants [CH2:1]([N:3]1[CH:7]=[C:6]([C:8]2[CH:13]=[CH:12][N:11]=[C:10]3[NH:14][CH:15]=[CH:16][C:9]=23)[C:5]([C:17]2[CH:23]=[CH:22][C:20]([NH2:21])=[CH:19][CH:18]=2)=[N:4]1)[CH3:2].[CH:24]1([C:30](Cl)=[O:31])[CH2:29][CH2:28][CH2:27][CH2:26][CH2:25]1, predict the reaction product. The product is: [CH2:1]([N:3]1[CH:7]=[C:6]([C:8]2[CH:13]=[CH:12][N:11]=[C:10]3[NH:14][CH:15]=[CH:16][C:9]=23)[C:5]([C:17]2[CH:23]=[CH:22][C:20]([NH:21][C:30]([CH:24]3[CH2:29][CH2:28][CH2:27][CH2:26][CH2:25]3)=[O:31])=[CH:19][CH:18]=2)=[N:4]1)[CH3:2]. (6) Given the reactants [C:1]([O:5][C:6](=[O:27])[NH:7][C:8]1([C:12]2[CH:17]=[CH:16][C:15]([C:18](=[O:26])[CH2:19][C:20]3[CH:25]=[CH:24][CH:23]=[CH:22][CH:21]=3)=[CH:14][CH:13]=2)[CH2:11][CH2:10][CH2:9]1)([CH3:4])([CH3:3])[CH3:2].CO[CH:30](OC)[N:31]([CH3:33])[CH3:32], predict the reaction product. The product is: [C:1]([O:5][C:6](=[O:27])[NH:7][C:8]1([C:12]2[CH:13]=[CH:14][C:15]([C:18](=[O:26])[C:19]([C:20]3[CH:25]=[CH:24][CH:23]=[CH:22][CH:21]=3)=[CH:30][N:31]([CH3:33])[CH3:32])=[CH:16][CH:17]=2)[CH2:11][CH2:10][CH2:9]1)([CH3:4])([CH3:2])[CH3:3].